This data is from Reaction yield outcomes from USPTO patents with 853,638 reactions. The task is: Predict the reaction yield, written as a fraction of the theoretical maximum amount of product (1.0 means a 100% yield; for example, 0.34 means a 34% yield). (1) The reactants are [H-].[Na+].C([O:5][C:6](=O)[CH2:7][NH:8][C:9](=[O:34])[CH2:10][C:11]1[N:15]([C:16]([O:18][C:19]([CH3:22])([CH3:21])[CH3:20])=[O:17])[C:14]2[CH:23]=[C:24]([N:28]3[CH2:33][CH2:32][O:31][CH2:30][CH2:29]3)[CH:25]=[C:26]([CH3:27])[C:13]=2[N:12]=1)C.C(OCC)(=O)C.[Cl-].[NH4+]. The catalyst is C1(C)C=CC=CC=1.O1CCCC1. The product is [OH:5][C:6]1[CH2:7][NH:8][C:9](=[O:34])[C:10]=1[C:11]1[N:15]([C:16]([O:18][C:19]([CH3:21])([CH3:20])[CH3:22])=[O:17])[C:14]2[CH:23]=[C:24]([N:28]3[CH2:29][CH2:30][O:31][CH2:32][CH2:33]3)[CH:25]=[C:26]([CH3:27])[C:13]=2[N:12]=1. The yield is 0.590. (2) The reactants are [C:1]([O:7][C:8]1[C:9]([CH3:18])=[C:10]2[N:15]([CH:16]=1)[N:14]=[CH:13][N:12]=[C:11]2Cl)(=[O:6])[C:2]([CH3:5])([CH3:4])[CH3:3].[F:19][C:20]1[CH:25]=[C:24]([N+:26]([O-:28])=[O:27])[CH:23]=[CH:22][C:21]=1[OH:29].C([O-])([O-])=O.[K+].[K+]. The catalyst is CN(C=O)C. The product is [C:1]([O:7][C:8]1[C:9]([CH3:18])=[C:10]2[N:15]([CH:16]=1)[N:14]=[CH:13][N:12]=[C:11]2[O:29][C:21]1[CH:22]=[CH:23][C:24]([N+:26]([O-:28])=[O:27])=[CH:25][C:20]=1[F:19])(=[O:6])[C:2]([CH3:5])([CH3:4])[CH3:3]. The yield is 0.440.